From a dataset of NCI-60 drug combinations with 297,098 pairs across 59 cell lines. Regression. Given two drug SMILES strings and cell line genomic features, predict the synergy score measuring deviation from expected non-interaction effect. (1) Cell line: UACC62. Synergy scores: CSS=52.9, Synergy_ZIP=7.04, Synergy_Bliss=6.10, Synergy_Loewe=-1.80, Synergy_HSA=7.66. Drug 2: CC12CCC3C(C1CCC2O)C(CC4=C3C=CC(=C4)O)CCCCCCCCCS(=O)CCCC(C(F)(F)F)(F)F. Drug 1: CCCS(=O)(=O)NC1=C(C(=C(C=C1)F)C(=O)C2=CNC3=C2C=C(C=N3)C4=CC=C(C=C4)Cl)F. (2) Synergy scores: CSS=31.1, Synergy_ZIP=3.80, Synergy_Bliss=1.32, Synergy_Loewe=-28.4, Synergy_HSA=-3.64. Cell line: SK-MEL-5. Drug 1: CC1=C2C(C(=O)C3(C(CC4C(C3C(C(C2(C)C)(CC1OC(=O)C(C(C5=CC=CC=C5)NC(=O)OC(C)(C)C)O)O)OC(=O)C6=CC=CC=C6)(CO4)OC(=O)C)OC)C)OC. Drug 2: CCN(CC)CCNC(=O)C1=C(NC(=C1C)C=C2C3=C(C=CC(=C3)F)NC2=O)C. (3) Drug 1: CC12CCC3C(C1CCC2NC(=O)OCC(F)(F)F)CCC4C3(C=CC(=O)N4C)C. Drug 2: CCC1=CC2CC(C3=C(CN(C2)C1)C4=CC=CC=C4N3)(C5=C(C=C6C(=C5)C78CCN9C7C(C=CC9)(C(C(C8N6C)(C(=O)OC)O)OC(=O)C)CC)OC)C(=O)OC. Cell line: SW-620. Synergy scores: CSS=41.7, Synergy_ZIP=3.21, Synergy_Bliss=0.814, Synergy_Loewe=-38.9, Synergy_HSA=1.01. (4) Drug 1: CC1C(C(CC(O1)OC2CC(CC3=C2C(=C4C(=C3O)C(=O)C5=C(C4=O)C(=CC=C5)OC)O)(C(=O)C)O)N)O.Cl. Drug 2: CS(=O)(=O)CCNCC1=CC=C(O1)C2=CC3=C(C=C2)N=CN=C3NC4=CC(=C(C=C4)OCC5=CC(=CC=C5)F)Cl. Cell line: KM12. Synergy scores: CSS=22.1, Synergy_ZIP=-0.217, Synergy_Bliss=-0.287, Synergy_Loewe=-11.5, Synergy_HSA=-1.23. (5) Drug 2: N.N.Cl[Pt+2]Cl. Synergy scores: CSS=18.3, Synergy_ZIP=-6.01, Synergy_Bliss=-4.81, Synergy_Loewe=-6.40, Synergy_HSA=-5.83. Drug 1: C1=CC(=CC=C1CCCC(=O)O)N(CCCl)CCCl. Cell line: A498.